This data is from Reaction yield outcomes from USPTO patents with 853,638 reactions. The task is: Predict the reaction yield, written as a fraction of the theoretical maximum amount of product (1.0 means a 100% yield; for example, 0.34 means a 34% yield). (1) The reactants are [Cl:1][C:2]1[CH:7]=[C:6]([F:8])[CH:5]=[CH:4][C:3]=1[N:9]1[CH:13]=[N:12][N:11]=[C:10]1[C:14]1[S:23][C:22]2[C:21]3[CH:24]=[C:25]([C:28]#[N:29])[CH:26]=[CH:27][C:20]=3[O:19][CH2:18][CH2:17][C:16]=2[CH:15]=1.C([O-])([O-])=[O:31].[K+].[K+].OO. The catalyst is CS(C)=O.CO. The product is [Cl:1][C:2]1[CH:7]=[C:6]([F:8])[CH:5]=[CH:4][C:3]=1[N:9]1[CH:13]=[N:12][N:11]=[C:10]1[C:14]1[S:23][C:22]2[C:21]3[CH:24]=[C:25]([C:28]([NH2:29])=[O:31])[CH:26]=[CH:27][C:20]=3[O:19][CH2:18][CH2:17][C:16]=2[CH:15]=1. The yield is 0.890. (2) The reactants are [I-:1].[K+].N([O-])=O.[Na+].[CH3:7][O:8][C:9]1[CH:14]=[CH:13][C:12]([C:15]2[C:16]3[N:17]([N:21]=[C:22](N)[N:23]=3)[CH:18]=[CH:19][CH:20]=2)=[CH:11][CH:10]=1.C1(C)C=CC(S(O)(=O)=O)=CC=1. The catalyst is O.C(#N)C.C(OCC)(=O)C. The product is [I:1][C:22]1[N:23]=[C:16]2[C:15]([C:12]3[CH:13]=[CH:14][C:9]([O:8][CH3:7])=[CH:10][CH:11]=3)=[CH:20][CH:19]=[CH:18][N:17]2[N:21]=1. The yield is 0.650. (3) The reactants are [C:1]1([S:7]([C:10]2[C@H](O)C[C@H](C)[CH2:14][CH:15]=2)(=O)=O)[CH:6]=[CH:5][CH:4]=[CH:3][CH:2]=1.[CH3:18]CN(CC)CC.CS(Cl)(=O)=O.[Li+].C[Si]([N-][Si](C)(C)C)(C)C.[CH2:40]1[CH2:44][O:43][CH2:42][CH2:41]1. The catalyst is CC(O)C.C1C=CC=CC=1. The product is [CH3:18][C@H:40]1[CH:41]=[CH:42][C:10]([S:7][C:1]2[CH:6]=[CH:5][CH:4]=[CH:3][CH:2]=2)=[CH:15][CH2:14][C@H:44]1[OH:43]. The yield is 0.920. (4) The reactants are [Br:1][C:2]1[CH:3]=[C:4]([F:17])[CH:5]=[C:6]2[C:11]=1[N:10]=[C:9]([C:12](OCC)=[O:13])[CH:8]=[CH:7]2.CC(C[AlH]CC(C)C)C. The catalyst is C(Cl)Cl. The product is [Br:1][C:2]1[CH:3]=[C:4]([F:17])[CH:5]=[C:6]2[C:11]=1[N:10]=[C:9]([CH2:12][OH:13])[CH:8]=[CH:7]2. The yield is 0.420. (5) The product is [Br:14][C:15]1[CH:16]=[CH:17][C:18](=[O:25])[N:19]([CH2:21][C:22]([NH:13][C:7]2[C:6]3[C:11](=[CH:12][C:3]([O:2][CH3:1])=[CH:4][CH:5]=3)[N:10]=[CH:9][CH:8]=2)=[O:23])[CH:20]=1. The yield is 0.110. The reactants are [CH3:1][O:2][C:3]1[CH:12]=[C:11]2[C:6]([C:7]([NH2:13])=[CH:8][CH:9]=[N:10]2)=[CH:5][CH:4]=1.[Br:14][C:15]1[CH:16]=[CH:17][C:18](=[O:25])[N:19]([CH2:21][C:22](O)=[O:23])[CH:20]=1.C(N(CC)CC)C.CN(C(ON1N=NC2C=CC=NC1=2)=[N+](C)C)C.F[P-](F)(F)(F)(F)F.C([O-])(O)=O.[Na+]. The catalyst is CN(C=O)C.CCOC(C)=O. (6) The reactants are [F:1][C:2]1[CH:3]=[CH:4][C:5]2[N:9]=[C:8]([C@@H:10]([NH2:14])[CH2:11][O:12][CH3:13])[N:7]([C:15]3[CH:20]=[CH:19][CH:18]=[CH:17][CH:16]=3)[C:6]=2[CH:21]=1.Cl[C:23]1[N:31]=[CH:30][N:29]=[C:28]2[C:24]=1[N:25]=[CH:26][N:27]2C1CCCCO1.CCN(C(C)C)C(C)C. The catalyst is C(O)CCC. The product is [F:1][C:2]1[CH:3]=[CH:4][C:5]2[N:9]=[C:8]([CH:10]([NH:14][C:23]3[N:31]=[CH:30][N:29]=[C:28]4[C:24]=3[NH:25][CH:26]=[N:27]4)[CH2:11][O:12][CH3:13])[N:7]([C:15]3[CH:16]=[CH:17][CH:18]=[CH:19][CH:20]=3)[C:6]=2[CH:21]=1. The yield is 0.320.